Dataset: Full USPTO retrosynthesis dataset with 1.9M reactions from patents (1976-2016). Task: Predict the reactants needed to synthesize the given product. (1) Given the product [F:1][C:2]([F:4])([F:3])[S:5]([C:8]1[CH:13]=[CH:12][C:11]([C:23]2[CH:29]=[CH:28][C:26]([NH2:27])=[CH:25][CH:24]=2)=[CH:10][CH:9]=1)(=[O:7])=[O:6], predict the reactants needed to synthesize it. The reactants are: [F:1][C:2]([S:5]([C:8]1[CH:13]=[CH:12][C:11](Cl)=[CH:10][CH:9]=1)(=[O:7])=[O:6])([F:4])[F:3].CC1(C)C(C)(C)OB([C:23]2[CH:29]=[CH:28][C:26]([NH2:27])=[CH:25][CH:24]=2)O1. (2) Given the product [NH2:54][C@H:39]1[C@H:40]([OH:46])[C@@H:41]([CH:43]2[CH2:44][CH2:45]2)[CH2:42][N:37]([C:36]2[CH:35]=[CH:34][N:33]=[CH:32][C:31]=2[NH:30][C:28]([C:24]2[CH:23]=[CH:22][C:21]3[C:26](=[CH:27][C:18]([C:6]4[CH:5]=[N:4][N:3]([CH2:1][CH3:2])[CH:7]=4)=[CH:19][N:20]=3)[N:25]=2)=[O:29])[CH2:38]1, predict the reactants needed to synthesize it. The reactants are: [CH2:1]([N:3]1[CH:7]=[C:6](B2OC(C)(C)C(C)(C)O2)[CH:5]=[N:4]1)[CH3:2].Br[C:18]1[CH:27]=[C:26]2[C:21]([CH:22]=[CH:23][C:24]([C:28]([NH:30][C:31]3[CH:32]=[N:33][CH:34]=[CH:35][C:36]=3[N:37]3[CH2:42][C@H:41]([CH:43]4[CH2:45][CH2:44]4)[C@@H:40]([O:46][Si](C(C)(C)C)(C)C)[C@H:39]([NH:54]C(=O)OC(C)(C)C)[CH2:38]3)=[O:29])=[N:25]2)=[N:20][CH:19]=1.